From a dataset of CYP2C19 inhibition data for predicting drug metabolism from PubChem BioAssay. Regression/Classification. Given a drug SMILES string, predict its absorption, distribution, metabolism, or excretion properties. Task type varies by dataset: regression for continuous measurements (e.g., permeability, clearance, half-life) or binary classification for categorical outcomes (e.g., BBB penetration, CYP inhibition). Dataset: cyp2c19_veith. (1) The compound is CCCCOC(=O)Nc1cccc(C(=O)OCC)c1. The result is 1 (inhibitor). (2) The molecule is O=C(NCC1CCC(C(=O)O)CC1)OCc1ccccc1. The result is 0 (non-inhibitor). (3) The compound is Cc1cc(Br)cc(C)c1OCCCCN(C)C.O=C(O)C(=O)O. The result is 0 (non-inhibitor). (4) The drug is O=C1C2=C(Nc3cc([N+](=O)[O-])ccc3N2)O[C@@H]1c1ccc([C@H]2OC3=C(Nc4ccc([N+](=O)[O-])cc4N3)C2=O)cc1. The result is 0 (non-inhibitor).